Dataset: Catalyst prediction with 721,799 reactions and 888 catalyst types from USPTO. Task: Predict which catalyst facilitates the given reaction. (1) Reactant: [C:1]1([C@@H:7]2[C:12]3=[CH:13][C:14]([NH2:26])=[N:15][C:16]4[C@@H:17]([C:20]5[CH:25]=[CH:24][CH:23]=[CH:22][CH:21]=5)[CH2:18][CH2:19][N:10]([C:11]=43)[CH2:9][CH2:8]2)[CH:6]=[CH:5][CH:4]=[CH:3][CH:2]=1.C(N(CC)CC)C.Cl[C:35]([O:37][CH3:38])=[O:36]. Product: [C:1]1([C@@H:7]2[C:12]3=[CH:13][C:14]([NH:26][C:35](=[O:36])[O:37][CH3:38])=[N:15][C:16]4[C@@H:17]([C:20]5[CH:25]=[CH:24][CH:23]=[CH:22][CH:21]=5)[CH2:18][CH2:19][N:10]([C:11]=43)[CH2:9][CH2:8]2)[CH:2]=[CH:3][CH:4]=[CH:5][CH:6]=1. The catalyst class is: 4. (2) Reactant: [Cl:1][C:2]1[CH:14]=[CH:13][C:5]([O:6][CH2:7][C:8]([O:10][CH2:11][CH3:12])=[O:9])=[C:4]([C:15]2[C:20]3[S:21][C:22]([CH:24]([CH3:26])[CH3:25])=[N:23][C:19]=3[CH2:18][CH2:17][N:16]=2)[CH:3]=1.[BH4-].[Na+].CCN(C(C)C)C(C)C.Cl[C:39]([O:41][CH2:42][C:43]1[CH:48]=[CH:47][CH:46]=[CH:45][CH:44]=1)=[O:40]. Product: [CH2:42]([O:41][C:39]([N:16]1[CH2:17][CH2:18][C:19]2[N:23]=[C:22]([CH:24]([CH3:25])[CH3:26])[S:21][C:20]=2[CH:15]1[C:4]1[CH:3]=[C:2]([Cl:1])[CH:14]=[CH:13][C:5]=1[O:6][CH2:7][C:8]([O:10][CH2:11][CH3:12])=[O:9])=[O:40])[C:43]1[CH:48]=[CH:47][CH:46]=[CH:45][CH:44]=1. The catalyst class is: 271.